Dataset: Catalyst prediction with 721,799 reactions and 888 catalyst types from USPTO. Task: Predict which catalyst facilitates the given reaction. (1) Reactant: Cl[C:2]1[N:11]=[C:10]([N:12]([C:14]2[CH:19]=[CH:18][C:17]([O:20][CH3:21])=[CH:16][CH:15]=2)[CH3:13])[C:9]2[C:4](=[CH:5][CH:6]=[CH:7][CH:8]=2)[N:3]=1.[NH2:22][NH2:23]. Product: [NH:22]([C:2]1[N:11]=[C:10]([N:12]([C:14]2[CH:19]=[CH:18][C:17]([O:20][CH3:21])=[CH:16][CH:15]=2)[CH3:13])[C:9]2[C:4](=[CH:5][CH:6]=[CH:7][CH:8]=2)[N:3]=1)[NH2:23]. The catalyst class is: 12. (2) Reactant: [C:1]([OH:8])(=[O:7])/[CH:2]=[CH:3]/[C:4]([OH:6])=[O:5].[OH-].[Ca+2:10].[OH-].[OH:12][C@H:13]([CH2:19][C:20](=[O:22])[O-:21])[CH2:14][N+:15]([CH3:18])([CH3:17])[CH3:16]. Product: [C:1]([O-:8])(=[O:7])/[CH:2]=[CH:3]/[C:4]([O-:6])=[O:5].[Ca+2:10].[OH:12][C@H:13]([CH2:19][C:20](=[O:21])[O-:22])[CH2:14][N+:15]([CH3:18])([CH3:16])[CH3:17]. The catalyst class is: 97.